This data is from Reaction yield outcomes from USPTO patents with 853,638 reactions. The task is: Predict the reaction yield, written as a fraction of the theoretical maximum amount of product (1.0 means a 100% yield; for example, 0.34 means a 34% yield). The reactants are [CH2:1]([O:8][C:9]([NH:11][N:12]([C@H:23]([C:27]([CH3:30])([CH3:29])[CH3:28])[CH2:24][CH:25]=[CH2:26])[C:13](=[O:22])[C:14]1[CH:19]=[C:18]([CH3:20])[CH:17]=[C:16]([CH3:21])[CH:15]=1)=[O:10])[C:2]1[CH:7]=[CH:6][CH:5]=[CH:4][CH:3]=1.CSC.B.[OH:35]O.[OH-].[Na+]. The catalyst is C1COCC1.O. The product is [CH2:1]([O:8][C:9]([NH:11][N:12]([C@H:23]([C:27]([CH3:30])([CH3:29])[CH3:28])[CH2:24][CH2:25][CH2:26][OH:35])[C:13](=[O:22])[C:14]1[CH:15]=[C:16]([CH3:21])[CH:17]=[C:18]([CH3:20])[CH:19]=1)=[O:10])[C:2]1[CH:3]=[CH:4][CH:5]=[CH:6][CH:7]=1. The yield is 0.610.